Dataset: Full USPTO retrosynthesis dataset with 1.9M reactions from patents (1976-2016). Task: Predict the reactants needed to synthesize the given product. Given the product [CH:11]1([CH:10]([NH:17][C:18]2[CH:19]=[CH:20][C:21]([C:24]([N:26]([CH3:34])[CH2:27][CH2:28][C:29]([OH:31])=[O:30])=[O:25])=[CH:22][CH:23]=2)[C:8]2[O:9][C:5]3[CH:4]=[CH:3][C:2]([NH:1][C:37]([C:38]4[CH:43]=[CH:42][CH:41]=[CH:40][CH:39]=4)=[O:44])=[CH:36][C:6]=3[C:7]=2[CH3:35])[CH2:16][CH2:15][CH2:14][CH2:13][CH2:12]1, predict the reactants needed to synthesize it. The reactants are: [NH2:1][C:2]1[CH:3]=[CH:4][C:5]2[O:9][C:8]([CH:10]([NH:17][C:18]3[CH:23]=[CH:22][C:21]([C:24]([N:26]([CH3:34])[CH2:27][CH2:28][C:29]([O:31]CC)=[O:30])=[O:25])=[CH:20][CH:19]=3)[CH:11]3[CH2:16][CH2:15][CH2:14][CH2:13][CH2:12]3)=[C:7]([CH3:35])[C:6]=2[CH:36]=1.[C:37](Cl)(=[O:44])[C:38]1[CH:43]=[CH:42][CH:41]=[CH:40][CH:39]=1.[Cl-].[NH4+].[OH-].[Li+].